From a dataset of Full USPTO retrosynthesis dataset with 1.9M reactions from patents (1976-2016). Predict the reactants needed to synthesize the given product. (1) Given the product [C:1]12([CH2:11][NH:12][C:13]([C:15]3[C:16]([C:20]([F:23])([F:22])[F:21])=[N:17][N:18]([C:25]4[N:30]=[C:29]([NH2:31])[C:28]([F:32])=[CH:27][N:26]=4)[CH:19]=3)=[O:14])[CH2:10][CH:5]3[CH2:4][CH:3]([CH2:9][CH:7]([CH2:6]3)[CH2:8]1)[CH2:2]2, predict the reactants needed to synthesize it. The reactants are: [C:1]12([CH2:11][NH:12][C:13]([C:15]3[C:16]([C:20]([F:23])([F:22])[F:21])=[N:17][NH:18][CH:19]=3)=[O:14])[CH2:10][CH:5]3[CH2:6][CH:7]([CH2:9][CH:3]([CH2:4]3)[CH2:2]1)[CH2:8]2.Cl[C:25]1[N:30]=[C:29]([NH2:31])[C:28]([F:32])=[CH:27][N:26]=1.C([O-])([O-])=O.[Cs+].[Cs+].O. (2) The reactants are: [C:1]([O:5][C:6]([NH:8][CH2:9][C@H:10]1[CH2:15][CH2:14][C@H:13]([C:16]([NH:18][C@@H:19]([CH2:23][C:24]2[CH:29]=[CH:28][C:27]([C:30]3[CH:35]=[CH:34][C:33]([C:36](=[O:51])[NH:37][CH:38]4[CH2:43][CH2:42][N:41]([C:44]([O:46][C:47]([CH3:50])([CH3:49])[CH3:48])=[O:45])[CH2:40][CH2:39]4)=[CH:32][C:31]=3[CH3:52])=[CH:26][CH:25]=2)[C:20](O)=[O:21])=[O:17])[CH2:12][CH2:11]1)=[O:7])([CH3:4])([CH3:3])[CH3:2].[F:53][CH:54]([F:65])[C:55]1[NH:59][C:58]2[CH:60]=[C:61]([NH2:64])[CH:62]=[CH:63][C:57]=2[N:56]=1.C(N(CC)C(C)C)(C)C.F[P-](F)(F)(F)(F)F.CN(C(ON1C2=NC=CC=C2N=N1)=[N+](C)C)C. Given the product [C:1]([O:5][C:6]([NH:8][CH2:9][C@H:10]1[CH2:15][CH2:14][C@H:13]([C:16]([NH:18][C@H:19]([C:20]([NH:64][C:61]2[CH:62]=[CH:63][C:57]3[N:56]=[C:55]([CH:54]([F:53])[F:65])[NH:59][C:58]=3[CH:60]=2)=[O:21])[CH2:23][C:24]2[CH:29]=[CH:28][C:27]([C:30]3[CH:35]=[CH:34][C:33]([C:36]([NH:37][CH:38]4[CH2:39][CH2:40][N:41]([C:44]([O:46][C:47]([CH3:50])([CH3:49])[CH3:48])=[O:45])[CH2:42][CH2:43]4)=[O:51])=[CH:32][C:31]=3[CH3:52])=[CH:26][CH:25]=2)=[O:17])[CH2:12][CH2:11]1)=[O:7])([CH3:3])([CH3:2])[CH3:4], predict the reactants needed to synthesize it. (3) The reactants are: P(Br)(Br)Br.[Br:5][C:6]1[C:11]([O:12][CH3:13])=[CH:10][N+:9]([O-])=[C:8]([CH2:15][CH3:16])[CH:7]=1.[OH-].[Na+]. Given the product [Br:5][C:6]1[C:11]([O:12][CH3:13])=[CH:10][N:9]=[C:8]([CH2:15][CH3:16])[CH:7]=1, predict the reactants needed to synthesize it. (4) Given the product [NH2:18][C:9]1[CH:8]=[C:7]([CH:12]=[CH:11][C:10]=1[O:13][CH2:14][CH2:15][O:16][NH2:17])[C:6]([NH2:19])=[NH:1], predict the reactants needed to synthesize it. The reactants are: [NH3:1].Cl.Cl.CO[C:6](=[NH:19])[C:7]1[CH:12]=[CH:11][C:10]([O:13][CH2:14][CH2:15][O:16][NH2:17])=[C:9]([NH2:18])[CH:8]=1. (5) Given the product [Cl:1][C:2]1[C:3]([O:14][CH:15]2[CH2:20][CH2:19][CH:18]([CH3:21])[CH2:17][CH2:16]2)=[CH:4][CH:5]=[C:6]2[C:11]=1[CH:10]=[C:9]([CH2:12][OH:13])[CH:8]=[CH:7]2, predict the reactants needed to synthesize it. The reactants are: [Cl:1][C:2]1[C:3]([O:14][CH:15]2[CH2:20][CH2:19][CH:18]([CH3:21])[CH2:17][CH2:16]2)=[CH:4][CH:5]=[C:6]2[C:11]=1[CH:10]=[C:9]([CH:12]=[O:13])[CH:8]=[CH:7]2.O1CCCC1.[AlH4-].[Li+]. (6) Given the product [C:25]([C:27]1[CH:28]=[CH:29][C:30]([CH:33]([NH:35][CH2:36][C:37]([O:39][C:40]([CH3:41])([CH3:43])[CH3:42])=[O:38])[CH3:34])=[CH:31][CH:32]=1)#[N:26], predict the reactants needed to synthesize it. The reactants are: C(C1C=CC(C#N)=CC=1)(=O)C.NCC(OC(C)(C)C)=O.CC(O)=O.[C:25]([C:27]1[CH:32]=[CH:31][C:30]([C:33](=[N:35][CH2:36][C:37]([O:39][C:40]([CH3:43])([CH3:42])[CH3:41])=[O:38])[CH3:34])=[CH:29][CH:28]=1)#[N:26].[BH4-].[Na+].